Task: Predict the product of the given reaction.. Dataset: Forward reaction prediction with 1.9M reactions from USPTO patents (1976-2016) (1) Given the reactants [Br:1][C:2]1[CH:22]=[CH:21][C:5]([CH2:6][N:7]2[C:16](=[O:17])[C:15]3[C:10](=[CH:11][CH:12]=[C:13](I)[CH:14]=3)[N:9]([CH3:19])[C:8]2=[O:20])=[CH:4][CH:3]=1.C(N(C(C)C)CC)(C)C.[C:32]1([CH2:38][C:39]#[CH:40])[CH:37]=[CH:36][CH:35]=[CH:34][CH:33]=1.O, predict the reaction product. The product is: [Br:1][C:2]1[CH:22]=[CH:21][C:5]([CH2:6][N:7]2[C:16](=[O:17])[C:15]3[C:10](=[CH:11][CH:12]=[C:13]([C:40]#[C:39][CH2:38][C:32]4[CH:37]=[CH:36][CH:35]=[CH:34][CH:33]=4)[CH:14]=3)[N:9]([CH3:19])[C:8]2=[O:20])=[CH:4][CH:3]=1. (2) Given the reactants [CH2:1]([O:8][C:9]1[C:10]([CH3:30])=[CH:11][C:12](N)=[N:13][C:14]=1[CH2:15][CH2:16][CH2:17][CH2:18][CH2:19][CH2:20][CH2:21][CH2:22][CH2:23][CH2:24][O:25][CH2:26][O:27][CH3:28])[C:2]1[CH:7]=[CH:6][CH:5]=[CH:4][CH:3]=1.N([O-])=O.[Na+].[OH-:35].[Na+].[CH3:37]I, predict the reaction product. The product is: [CH2:1]([O:8][C:9]1[C:14]([CH2:15][CH2:16][CH2:17][CH2:18][CH2:19][CH2:20][CH2:21][CH2:22][CH2:23][CH2:24][O:25][CH2:26][O:27][CH3:28])=[N:13][C:12]([O:35][CH3:37])=[CH:11][C:10]=1[CH3:30])[C:2]1[CH:7]=[CH:6][CH:5]=[CH:4][CH:3]=1. (3) Given the reactants F[C:2](F)(F)S(OS(C(F)(F)F)(=O)=O)(=O)=O.N1[C:21]([CH3:22])=[CH:20][CH:19]=[CH:18][C:17]=1[CH3:23].[F:24][C:25]1[CH:30]=[CH:29][C:28]([CH2:31][CH:32]2[CH2:37][CH2:36][N:35]([CH2:38]N3CCCCC3)[CH2:34][CH2:33]2)=[CH:27][CH:26]=1.C([N:47]([CH2:50][CH3:51])[CH2:48][CH3:49])C.[C:52]([O:55][CH2:56]C)(=[O:54])[CH3:53], predict the reaction product. The product is: [F:24][C:25]1[CH:26]=[CH:27][C:28]([CH2:31][CH:32]2[CH2:33][CH2:34][N:35]([CH2:38][CH:2]3[CH2:49][CH2:48][N:47]([C@@H:53]([CH2:23][C:17]4[CH:22]=[CH:21][CH:20]=[CH:19][CH:18]=4)[C:52]([O:55][CH3:56])=[O:54])[CH2:50][CH2:51]3)[CH2:36][CH2:37]2)=[CH:29][CH:30]=1. (4) Given the reactants C(OC([CH2:8][NH:9][CH2:10][C:11]1[S:15][CH:14]=[C:13]([C:16]2[CH:21]=[CH:20][C:19]([CH2:22][C@H:23]([O:28][CH2:29][CH3:30])[C:24]([O:26][CH3:27])=[O:25])=[CH:18][CH:17]=2)[CH:12]=1)=O)(C)(C)C.O, predict the reaction product. The product is: [CH2:29]([O:28][C@@H:23]([CH2:22][C:19]1[CH:20]=[CH:21][C:16]([C:13]2[CH:12]=[C:11]([CH2:10][NH:9][CH3:8])[S:15][CH:14]=2)=[CH:17][CH:18]=1)[C:24]([O:26][CH3:27])=[O:25])[CH3:30]. (5) Given the reactants [NH2:1][C:2]1[S:3][C:4]([C:10]2[CH:15]=[CH:14][N:13]=[CH:12][CH:11]=2)=[CH:5][C:6]=1[C:7]([NH2:9])=[O:8].[C:16]1([CH3:26])[CH:21]=[CH:20][C:19](S(O)(=O)=O)=CC=1.C1(=O)CCCC1, predict the reaction product. The product is: [N:13]1[CH:12]=[CH:11][C:10]([C:4]2[S:3][C:2]3[NH:1][C:19]4([CH2:20][CH2:21][CH2:16][CH2:26]4)[NH:9][C:7](=[O:8])[C:6]=3[CH:5]=2)=[CH:15][CH:14]=1. (6) Given the reactants C(OC(=O)NCC1C=CC2N(CCC(C)C)C(CN3C4C(=CC=CC=4)C(=O)N(C4CC4)C3=O)=NC=2C=1)(C)(C)C.[CH:40]([C:42]1[C:50]2[C:45](=[CH:46][CH:47]=[CH:48][CH:49]=2)[NH:44][N:43]=1)=[CH2:41].[C:51]([O:55][C:56]([NH:58][CH2:59][C:60]1[CH:81]=[CH:80][C:63]2[N:64]([CH2:69][CH2:70][CH2:71][CH2:72][O:73][C:74](=[O:79])[C:75]([CH3:78])([CH3:77])[CH3:76])[C:65]([CH2:67]Cl)=[N:66][C:62]=2[CH:61]=1)=[O:57])([CH3:54])([CH3:53])[CH3:52].Cl, predict the reaction product. The product is: [C:51]([O:55][C:56]([NH:58][CH2:59][C:60]1[CH:81]=[CH:80][C:63]2[N:64]([CH2:69][CH2:70][CH2:71][CH2:72][O:73][C:74](=[O:79])[C:75]([CH3:78])([CH3:77])[CH3:76])[C:65]([CH2:67][N:44]3[C:45]4[C:50](=[CH:49][CH:48]=[CH:47][CH:46]=4)[C:42]([CH:40]=[CH2:41])=[N:43]3)=[N:66][C:62]=2[CH:61]=1)=[O:57])([CH3:54])([CH3:52])[CH3:53]. (7) Given the reactants C(N(C(C)C)C(C)C)C.Cl[C:11]1[N:16]=[CH:15][C:14]([CH2:17][CH3:18])=[CH:13][N:12]=1.C[O:20][C:21](=[O:43])[C:22]1[CH:27]=[CH:26][C:25]([C:28]2[CH:29]=[CH:30][C:31]3[O:35][CH:34]([CH:36]4[CH2:41][CH2:40][NH:39][CH2:38][CH2:37]4)[CH2:33][C:32]=3[CH:42]=2)=[CH:24][CH:23]=1, predict the reaction product. The product is: [CH2:17]([C:14]1[CH:13]=[N:12][C:11]([N:39]2[CH2:40][CH2:41][CH:36]([CH:34]3[CH2:33][C:32]4[CH:42]=[C:28]([C:25]5[CH:24]=[CH:23][C:22]([C:21]([OH:43])=[O:20])=[CH:27][CH:26]=5)[CH:29]=[CH:30][C:31]=4[O:35]3)[CH2:37][CH2:38]2)=[N:16][CH:15]=1)[CH3:18]. (8) Given the reactants [C:1](=[O:4])([O-])[O-].[Na+].[Na+].[NH2:7][C:8]1[C:12]([NH2:13])=[CH:11][S:10][CH:9]=1.C1(N)C(F)=C(F)C(F)=C(N)C=1F.Cl.Cl.C(N1C=CN=C1)(N1C=CN=C1)=O, predict the reaction product. The product is: [NH:7]1[C:8]2=[CH:9][S:10][CH:11]=[C:12]2[NH:13][C:1]1=[O:4].